The task is: Predict which catalyst facilitates the given reaction.. This data is from Catalyst prediction with 721,799 reactions and 888 catalyst types from USPTO. The catalyst class is: 46. Product: [C:11](=[C:14]1[CH2:19][CH2:18][C:17]([CH:20]=[O:21])=[CH:16][CH2:15]1)([CH3:13])[CH3:12]. Reactant: CS(C)=O.C(Cl)(=O)C(Cl)=O.[C:11](=[C:14]1[CH2:19][CH2:18][C:17]([CH2:20][OH:21])=[CH:16][CH2:15]1)([CH3:13])[CH3:12].C(N(CC)CC)C.